This data is from Forward reaction prediction with 1.9M reactions from USPTO patents (1976-2016). The task is: Predict the product of the given reaction. (1) Given the reactants Br[C:2]1[C:7]([F:8])=[C:6]([Cl:9])[CH:5]=[CH:4][N:3]=1.O.CCOCC.[CH3:16][N:17](C=O)C, predict the reaction product. The product is: [Cl:9][C:6]1[CH:5]=[CH:4][N:3]=[C:2]([C:16]#[N:17])[C:7]=1[F:8]. (2) The product is: [CH:10]1([OH:12])[CH2:6][CH2:5][CH2:4][CH2:3][CH2:2][CH:1]1[OH:8]. Given the reactants [CH:1]1C[CH2:6][CH2:5][CH2:4][CH2:3][CH:2]=1.[OH:8]O.[CH:10]([OH:12])=O, predict the reaction product. (3) Given the reactants [CH2:1]([O:5][C:6]1[CH:7]=[C:8]([CH:12]([C:21]([O:23][C:24]([CH3:27])([CH3:26])[CH3:25])=[O:22])[CH2:13][NH:14][CH2:15][C:16]([N:18]([CH3:20])[CH3:19])=[O:17])[CH:9]=[CH:10][CH:11]=1)[CH2:2][CH2:3][CH3:4].[CH3:28][Si](C)(C)[N-][Si](C)(C)C.[Li+].CI, predict the reaction product. The product is: [CH2:1]([O:5][C:6]1[CH:7]=[C:8]([CH:12]([C:21]([O:23][C:24]([CH3:26])([CH3:25])[CH3:27])=[O:22])[CH2:13][NH:14][CH:15]([CH3:28])[C:16]([N:18]([CH3:20])[CH3:19])=[O:17])[CH:9]=[CH:10][CH:11]=1)[CH2:2][CH2:3][CH3:4]. (4) Given the reactants [CH3:1][C:2]1[CH:7]=[CH:6][C:5]([NH:8][C:9]([NH:11][C:12]2[N:13]=[C:14]([C:18]([OH:20])=O)[N:15]([CH3:17])[CH:16]=2)=[O:10])=[CH:4][C:3]=1[F:21].CN(C(ON1N=NC2C=CC=NC1=2)=[N+](C)C)C.F[P-](F)(F)(F)(F)F.[N:46]1[CH:51]=[CH:50][CH:49]=[C:48]([CH2:52][NH2:53])[CH:47]=1, predict the reaction product. The product is: [F:21][C:3]1[CH:4]=[C:5]([NH:8][C:9]([NH:11][C:12]2[N:13]=[C:14]([C:18]([NH:53][CH2:52][C:48]3[CH:47]=[N:46][CH:51]=[CH:50][CH:49]=3)=[O:20])[N:15]([CH3:17])[CH:16]=2)=[O:10])[CH:6]=[CH:7][C:2]=1[CH3:1]. (5) Given the reactants [Cl:1][C:2]1[C:3]([CH2:8][NH:9][CH2:10][C:11]2[C:16]([CH3:17])=[CH:15][CH:14]=[CH:13][N:12]=2)=[N:4][CH:5]=[CH:6][CH:7]=1.[CH3:18][O:19][C:20](=[O:31])[C:21]1[CH:26]=[C:25]([C:27]#[N:28])[CH:24]=[CH:23][C:22]=1[CH2:29]Br.CCN(C(C)C)C(C)C, predict the reaction product. The product is: [CH3:18][O:19][C:20](=[O:31])[C:21]1[CH:26]=[C:25]([C:27]#[N:28])[CH:24]=[CH:23][C:22]=1[CH2:29][N:9]([CH2:8][C:3]1[C:2]([Cl:1])=[CH:7][CH:6]=[CH:5][N:4]=1)[CH2:10][C:11]1[C:16]([CH3:17])=[CH:15][CH:14]=[CH:13][N:12]=1. (6) Given the reactants [Cl:1][C:2]1[C:16]([Cl:17])=[CH:15][CH:14]=[CH:13][C:3]=1[CH2:4][C:5]1[C:6]([CH2:11][CH3:12])=[N:7][NH:8][C:9]=1[NH2:10].O=[C:19]([C:26]1[CH:31]=[CH:30][N:29]=[CH:28][CH:27]=1)[CH2:20][C:21](OCC)=[O:22], predict the reaction product. The product is: [Cl:1][C:2]1[C:16]([Cl:17])=[CH:15][CH:14]=[CH:13][C:3]=1[CH2:4][C:5]1[C:6]([CH2:11][CH3:12])=[N:7][N:8]2[C:21]([OH:22])=[CH:20][C:19]([C:26]3[CH:31]=[CH:30][N:29]=[CH:28][CH:27]=3)=[N:10][C:9]=12. (7) The product is: [F:5][C:6]1[CH:13]=[CH:12][C:11]([OH:14])=[CH:10][C:7]=1[CH:8]=[O:9]. Given the reactants B(Br)(Br)Br.[F:5][C:6]1[CH:13]=[CH:12][C:11]([O:14]C)=[CH:10][C:7]=1[CH:8]=[O:9].O, predict the reaction product. (8) Given the reactants [NH2:1][CH:2]1[CH2:11][C:10]2[N:9]=[CH:8][C:7]([N:12]3[C:17](=[O:18])[CH:16]=[N:15][C:14]4[CH:19]=[CH:20][C:21]([O:23][CH3:24])=[N:22][C:13]3=4)=[CH:6][C:5]=2[CH2:4][CH2:3]1.CO.[O:27]1[C:36]2[CH:35]=[C:34]([CH:37]=O)[N:33]=[CH:32][C:31]=2[O:30][CH2:29][CH2:28]1.C(O[BH-](OC(=O)C)OC(=O)C)(=O)C.[Na+].C(Cl)[Cl:54], predict the reaction product. The product is: [ClH:54].[O:27]1[C:36]2[CH:35]=[C:34]([CH2:37][NH:1][CH:2]3[CH2:11][C:10]4[N:9]=[CH:8][C:7]([N:12]5[C:17](=[O:18])[CH:16]=[N:15][C:14]6[CH:19]=[CH:20][C:21]([O:23][CH3:24])=[N:22][C:13]5=6)=[CH:6][C:5]=4[CH2:4][CH2:3]3)[N:33]=[CH:32][C:31]=2[O:30][CH2:29][CH2:28]1.